Dataset: Forward reaction prediction with 1.9M reactions from USPTO patents (1976-2016). Task: Predict the product of the given reaction. (1) Given the reactants [H-].[Al+3].[Li+].[H-].[H-].[H-].[Br:7][C:8]1[CH:9]=[C:10]([CH:28]=[C:29]([Br:32])[C:30]=1[OH:31])[CH2:11][C@H:12]([C:14]([N:16]1[CH2:21][CH2:20][CH:19]([N:22]2[CH2:27][CH2:26][CH2:25][CH2:24][CH2:23]2)[CH2:18][CH2:17]1)=O)[NH2:13].O.Cl, predict the reaction product. The product is: [NH2:13][C@H:12]([CH2:11][C:10]1[CH:28]=[C:29]([Br:32])[C:30]([OH:31])=[C:8]([Br:7])[CH:9]=1)[CH2:14][N:16]1[CH2:21][CH2:20][CH:19]([N:22]2[CH2:27][CH2:26][CH2:25][CH2:24][CH2:23]2)[CH2:18][CH2:17]1. (2) Given the reactants [C:1]1([C:7]2[CH:8]=[CH:9][C:10]3[O:14][C:13](=S)[NH:12][C:11]=3[CH:16]=2)[CH:6]=[CH:5][CH:4]=[CH:3][CH:2]=1.P(Cl)(Cl)(Cl)(Cl)[Cl:18], predict the reaction product. The product is: [Cl:18][C:13]1[O:14][C:10]2[CH:9]=[CH:8][C:7]([C:1]3[CH:6]=[CH:5][CH:4]=[CH:3][CH:2]=3)=[CH:16][C:11]=2[N:12]=1. (3) The product is: [N:52]([CH2:23][C:20]1[CH:21]=[CH:22][C:17]([C:15]2[O:14][N:13]=[C:12]([C:4]3[CH:5]=[CH:6][C:7]([O:8][CH:9]([CH3:11])[CH3:10])=[C:2]([Cl:1])[CH:3]=3)[N:16]=2)=[CH:18][CH:19]=1)=[N+:53]=[N-:54]. Given the reactants [Cl:1][C:2]1[CH:3]=[C:4]([C:12]2[N:16]=[C:15]([C:17]3[CH:22]=[CH:21][C:20]([CH2:23]O)=[CH:19][CH:18]=3)[O:14][N:13]=2)[CH:5]=[CH:6][C:7]=1[O:8][CH:9]([CH3:11])[CH3:10].C1CCN2C(=NCCC2)CC1.P([N:52]=[N+:53]=[N-:54])(=O)(OC1C=CC=CC=1)OC1C=CC=CC=1.C([O-])(O)=O.[Na+], predict the reaction product. (4) The product is: [C:22]([O:21][C:19]([N:10]1[CH2:11][CH:12]2[CH:7]([CH2:6][C:5]3[S:1][CH:2]=[CH:3][C:4]=32)[CH2:8][CH2:9]1)=[O:20])([CH3:25])([CH3:24])[CH3:23]. Given the reactants [S:1]1[C:5]2[CH2:6][CH:7]3[CH:12]([C:4]=2[CH:3]=[CH:2]1)[CH2:11][NH:10][CH2:9][CH2:8]3.O.C([O-])(O)=O.[Na+].[C:19](O[C:19]([O:21][C:22]([CH3:25])([CH3:24])[CH3:23])=[O:20])([O:21][C:22]([CH3:25])([CH3:24])[CH3:23])=[O:20], predict the reaction product. (5) Given the reactants C([O:5][C:6]([C:8]1[O:9][C:10]2[CH:17]=[CH:16][CH:15]=[C:14]([OH:18])[C:11]=2[C:12]=1[CH3:13])=[O:7])(C)(C)C, predict the reaction product. The product is: [OH:18][C:14]1[C:11]2[C:12]([CH3:13])=[C:8]([C:6]([OH:7])=[O:5])[O:9][C:10]=2[CH:17]=[CH:16][CH:15]=1. (6) Given the reactants [C:1]([C:3]1[CH:8]=[C:7]([CH3:9])[CH:6]=[CH:5][C:4]=1[C:10]1[CH:15]=[C:14]([C:16]([O:18]C)=[O:17])[CH:13]=[C:12]([O:20][CH:21]2[CH:25]([OH:26])[CH2:24][N:23]([C:27]([O:29][C:30]([CH3:33])([CH3:32])[CH3:31])=[O:28])[CH2:22]2)[CH:11]=1)#[N:2].[OH-].[Li+].Cl, predict the reaction product. The product is: [C:30]([O:29][C:27]([N:23]1[CH2:24][CH:25]([OH:26])[CH:21]([O:20][C:12]2[CH:13]=[C:14]([C:16]([OH:18])=[O:17])[CH:15]=[C:10]([C:4]3[CH:5]=[CH:6][C:7]([CH3:9])=[CH:8][C:3]=3[C:1]#[N:2])[CH:11]=2)[CH2:22]1)=[O:28])([CH3:33])([CH3:31])[CH3:32]. (7) Given the reactants N1C=CC=CC=1C1C=CC=CN=1.[N:13]([C@@H:16]1[C@@H:20](OS(C)(=O)=O)[CH2:19][N:18]([C:26]([O:28][C:29]([CH3:32])([CH3:31])[CH3:30])=[O:27])[CH2:17]1)=[N+]=[N-].[BH4-].[Na+].O, predict the reaction product. The product is: [CH:20]12[NH:13][CH:16]1[CH2:17][N:18]([C:26]([O:28][C:29]([CH3:32])([CH3:31])[CH3:30])=[O:27])[CH2:19]2. (8) Given the reactants [Cl:1][C:2]1[CH:3]=[C:4]([C:21]([N:23]2[CH2:28][CH2:27][N:26]([CH:29]([CH3:31])[CH3:30])[CH2:25][CH2:24]2)=[O:22])[CH:5]=[C:6]2[C:10]=1[NH:9][C:8]([C:11]([N:13]1[CH2:18][CH2:17][C:16]([F:20])([F:19])[CH2:15][CH2:14]1)=[O:12])=[CH:7]2.[H-].[Na+].Br[CH:35]([CH3:37])[CH3:36], predict the reaction product. The product is: [Cl:1][C:2]1[CH:3]=[C:4]([C:21]([N:23]2[CH2:28][CH2:27][N:26]([CH:29]([CH3:31])[CH3:30])[CH2:25][CH2:24]2)=[O:22])[CH:5]=[C:6]2[C:10]=1[N:9]([CH:35]([CH3:37])[CH3:36])[C:8]([C:11]([N:13]1[CH2:18][CH2:17][C:16]([F:20])([F:19])[CH2:15][CH2:14]1)=[O:12])=[CH:7]2.